Dataset: Full USPTO retrosynthesis dataset with 1.9M reactions from patents (1976-2016). Task: Predict the reactants needed to synthesize the given product. (1) Given the product [C:20]1([CH:26]([C:30]2[CH:35]=[CH:34][CH:33]=[CH:32][CH:31]=2)[C:27]([O:10][C@H:7]2[CH2:8][CH2:9][N:5]([CH2:4][C@@H:3]([N:2]([C:27](=[O:28])[CH:26]([C:41]3[CH:40]=[CH:42][CH:31]=[CH:30][CH:35]=3)[C:20]3[CH:21]=[CH:22][CH:23]=[CH:24][CH:25]=3)[CH3:1])[C:11]3[CH:16]=[CH:15][CH:14]=[C:13]([N+:17]([O-:19])=[O:18])[CH:12]=3)[CH2:6]2)=[O:28])[CH:25]=[CH:24][CH:23]=[CH:22][CH:21]=1, predict the reactants needed to synthesize it. The reactants are: [CH3:1][NH:2][C@@H:3]([C:11]1[CH:16]=[CH:15][CH:14]=[C:13]([N+:17]([O-:19])=[O:18])[CH:12]=1)[CH2:4][N:5]1[CH2:9][CH2:8][C@H:7]([OH:10])[CH2:6]1.[C:20]1([CH:26]([C:30]2[CH:35]=[CH:34][CH:33]=[CH:32][CH:31]=2)[C:27](Cl)=[O:28])[CH:25]=[CH:24][CH:23]=[CH:22][CH:21]=1.C(N(CC)[CH:40]([CH3:42])[CH3:41])(C)C. (2) Given the product [C:32]([O:24][CH2:23][C:3]1[C:4]([N:8]2[CH2:19][CH2:18][N:17]3[C:10](=[CH:11][C:12]4[CH2:13][C:14]([CH3:21])([CH3:20])[CH2:15][C:16]=43)[C:9]2=[O:22])=[N:5][CH:6]=[CH:7][C:2]=1[Cl:1])(=[O:34])[CH3:33], predict the reactants needed to synthesize it. The reactants are: [Cl:1][C:2]1[CH:7]=[CH:6][N:5]=[C:4]([N:8]2[CH2:19][CH2:18][N:17]3[C:10](=[CH:11][C:12]4[CH2:13][C:14]([CH3:21])([CH3:20])[CH2:15][C:16]=43)[C:9]2=[O:22])[C:3]=1[CH2:23][OH:24].C(N(CC)CC)C.[C:32](Cl)(=[O:34])[CH3:33]. (3) Given the product [Br:1][C:2]1[CH:3]=[C:4]([NH2:9])[C:5]([Cl:8])=[N:6][CH:7]=1, predict the reactants needed to synthesize it. The reactants are: [Br:1][C:2]1[CH:3]=[C:4]([N+:9]([O-])=O)[C:5]([Cl:8])=[N:6][CH:7]=1. (4) The reactants are: Br[C:2]1[CH:11]=[C:10]2[C:5]([N:6]=[CH:7][C:8]([N:12]3[CH2:17][CH2:16][N:15]([C:18]([O:20][C:21]([CH3:24])([CH3:23])[CH3:22])=[O:19])[CH2:14][CH2:13]3)=[N:9]2)=[CH:4][CH:3]=1.[OH:25][C:26]1[CH:31]=[CH:30][C:29]([NH:32][C:33](=[O:38])[C:34]([CH3:37])([CH3:36])[CH3:35])=[CH:28][CH:27]=1.C([O-])([O-])=O.[K+].[K+]. Given the product [C:33]([NH:32][C:29]1[CH:28]=[CH:27][C:26]([O:25][C:2]2[CH:11]=[C:10]3[C:5]([N:6]=[CH:7][C:8]([N:12]4[CH2:17][CH2:16][N:15]([C:18]([O:20][C:21]([CH3:24])([CH3:23])[CH3:22])=[O:19])[CH2:14][CH2:13]4)=[N:9]3)=[CH:4][CH:3]=2)=[CH:31][CH:30]=1)(=[O:38])[C:34]([CH3:37])([CH3:36])[CH3:35], predict the reactants needed to synthesize it. (5) Given the product [Br:13][C:14]1[CH:19]=[C:18]([S:1][CH2:2][CH:3]([OH:5])[CH3:4])[CH:17]=[N:16][CH:15]=1, predict the reactants needed to synthesize it. The reactants are: [SH:1][CH2:2][CH:3]([OH:5])[CH3:4].[OH-].[Na+].CN(C)C=O.[Br:13][C:14]1[CH:15]=[N:16][CH:17]=[C:18](Br)[CH:19]=1. (6) Given the product [C:1]([N:4]1[C:12]2[C:7](=[CH:8][CH:9]=[C:10]([N:13]3[C:17](=[O:18])[C:16]([CH3:20])([CH3:19])[N:15]([CH2:25][C:26]4[CH:31]=[CH:30][N:29]=[C:28]([S:32][CH3:33])[N:27]=4)[C:14]3=[O:21])[CH:11]=2)[C:6]([CH3:23])([CH3:22])[CH2:5]1)(=[O:3])[CH3:2], predict the reactants needed to synthesize it. The reactants are: [C:1]([N:4]1[C:12]2[C:7](=[CH:8][CH:9]=[C:10]([N:13]3[C:17](=[O:18])[C:16]([CH3:20])([CH3:19])[NH:15][C:14]3=[O:21])[CH:11]=2)[C:6]([CH3:23])([CH3:22])[CH2:5]1)(=[O:3])[CH3:2].Br[CH2:25][C:26]1[CH:31]=[CH:30][N:29]=[C:28]([S:32][CH3:33])[N:27]=1.